The task is: Regression. Given two drug SMILES strings and cell line genomic features, predict the synergy score measuring deviation from expected non-interaction effect.. This data is from Merck oncology drug combination screen with 23,052 pairs across 39 cell lines. (1) Drug 1: O=P1(N(CCCl)CCCl)NCCCO1. Drug 2: O=C(CCCCCCC(=O)Nc1ccccc1)NO. Cell line: OV90. Synergy scores: synergy=14.8. (2) Drug 1: O=S1(=O)NC2(CN1CC(F)(F)F)C1CCC2Cc2cc(C=CCN3CCC(C(F)(F)F)CC3)ccc2C1. Drug 2: CCC1(O)C(=O)OCc2c1cc1n(c2=O)Cc2cc3c(CN(C)C)c(O)ccc3nc2-1. Cell line: PA1. Synergy scores: synergy=6.04. (3) Drug 1: O=C(NOCC(O)CO)c1ccc(F)c(F)c1Nc1ccc(I)cc1F. Cell line: RKO. Synergy scores: synergy=7.55. Drug 2: CC(C)CC(NC(=O)C(Cc1ccccc1)NC(=O)c1cnccn1)B(O)O.